Dataset: Full USPTO retrosynthesis dataset with 1.9M reactions from patents (1976-2016). Task: Predict the reactants needed to synthesize the given product. (1) Given the product [N+:29]([C:23]1[CH:22]=[C:21]2[C:26]([CH2:27][CH2:28][CH:19]([N:15]([CH2:14][CH:11]3[CH2:10][CH2:9][NH:8][CH2:13][CH2:12]3)[CH2:16][CH2:17][CH3:18])[CH2:20]2)=[CH:25][CH:24]=1)([O-:31])=[O:30], predict the reactants needed to synthesize it. The reactants are: C(OC([N:8]1[CH2:13][CH2:12][CH:11]([CH2:14][N:15]([CH:19]2[CH2:28][CH2:27][C:26]3[C:21](=[CH:22][C:23]([N+:29]([O-:31])=[O:30])=[CH:24][CH:25]=3)[CH2:20]2)[CH2:16][CH2:17][CH3:18])[CH2:10][CH2:9]1)=O)(C)(C)C.C(NC(N1CCC(CN(CC)C2CCC3C(=CC(NC(=O)C4C=CC(S(C)(=O)=O)=CC=4)=CC=3)C2)CC1)=O)(C)C.FC(F)(F)C(O)=O. (2) Given the product [O:7]([C:15]1[CH:16]=[CH:17][C:18]2[N:19]([CH:21]=[C:22]([NH:24][C:25]([CH:27]3[CH2:28][CH2:29]3)=[O:26])[N:23]=2)[N:20]=1)[C:1]1[CH:6]=[CH:5][CH:4]=[CH:3][CH:2]=1, predict the reactants needed to synthesize it. The reactants are: [C:1]1([OH:7])[CH:6]=[CH:5][CH:4]=[CH:3][CH:2]=1.CC(C)([O-])C.[K+].I[C:15]1[CH:16]=[CH:17][C:18]2[N:19]([CH:21]=[C:22]([NH:24][C:25]([CH:27]3[CH2:29][CH2:28]3)=[O:26])[N:23]=2)[N:20]=1.C(=O)([O-])[O-].[K+].[K+]. (3) Given the product [Cl:5][C:6]1[CH:7]=[C:8]2[C:13](=[CH:14][CH:15]=1)[CH:12]=[C:11]([S:16][CH2:2][CH2:3][OH:4])[CH:10]=[CH:9]2, predict the reactants needed to synthesize it. The reactants are: Br[CH2:2][CH2:3][OH:4].[Cl:5][C:6]1[CH:7]=[C:8]2[C:13](=[CH:14][CH:15]=1)[CH:12]=[C:11]([SH:16])[CH:10]=[CH:9]2.[OH-].[Na+]. (4) Given the product [NH2:7][C:8]1[C:17]([O:18][CH:19]2[CH2:20][CH2:21][CH:22]([OH:25])[CH2:23][CH2:24]2)=[CH:16][C:15]2[C:10]([CH:9]=1)=[CH:11][CH:12]=[CH:13][CH:14]=2.[NH2:7][C:8]1[C:17]([O:18][CH:19]2[CH2:24][CH2:23][CH:22]([O:30][C:29](=[O:31])[C:28]([F:33])([F:32])[F:27])[CH2:21][CH2:20]2)=[CH:16][C:15]2[C:10]([CH:9]=1)=[CH:11][CH:12]=[CH:13][CH:14]=2, predict the reactants needed to synthesize it. The reactants are: C(OC(=O)[NH:7][C:8]1[C:17]([O:18][CH:19]2[CH2:24][CH2:23][CH:22]([OH:25])[CH2:21][CH2:20]2)=[CH:16][C:15]2[C:10](=[CH:11][CH:12]=[CH:13][CH:14]=2)[CH:9]=1)(C)(C)C.[F:27][C:28]([F:33])([F:32])[C:29]([OH:31])=[O:30].[OH-].[Na+]. (5) Given the product [CH3:9][O:8][C:6]1[CH:5]=[CH:4][C:3]([C:10](=[O:11])[C:12]2[CH:13]=[CH:14][C:15]([O:18][CH2:19][C:20]3[N:21]=[C:22]([C:26]4[CH:27]=[CH:28][CH:29]=[CH:30][CH:31]=4)[O:23][C:24]=3[CH3:25])=[CH:16][CH:17]=2)=[C:2]([CH:7]=1)[O:1][CH:33]([CH:39]([CH3:41])[CH3:40])[C:34]([OH:36])=[O:35], predict the reactants needed to synthesize it. The reactants are: [OH:1][C:2]1[CH:7]=[C:6]([O:8][CH3:9])[CH:5]=[CH:4][C:3]=1[C:10]([C:12]1[CH:17]=[CH:16][C:15]([O:18][CH2:19][C:20]2[N:21]=[C:22]([C:26]3[CH:31]=[CH:30][CH:29]=[CH:28][CH:27]=3)[O:23][C:24]=2[CH3:25])=[CH:14][CH:13]=1)=[O:11].Br[CH:33]([CH:39]([CH3:41])[CH3:40])[C:34]([O:36]CC)=[O:35].C(=O)([O-])[O-].[K+].[K+].CN(C)C=O. (6) Given the product [N:8]1[NH:7][C:11]([C:12]2[CH:13]=[CH:14][C:15]([O:18][C:19]3[CH:20]=[C:21]4[C:26](=[CH:27][CH:28]=3)[N:25]=[C:24]([CH2:29][N:39]3[CH2:40][CH2:41][N:36]5[C:35](=[O:42])[O:34][CH2:33][C@@H:37]5[CH2:38]3)[CH:23]=[CH:22]4)=[N:16][CH:17]=2)=[CH:10][CH:9]=1, predict the reactants needed to synthesize it. The reactants are: C[Si](C)(C)CCOC[N:7]1[C:11]([C:12]2[CH:13]=[CH:14][C:15]([O:18][C:19]3[CH:20]=[C:21]4[C:26](=[CH:27][CH:28]=3)[N:25]=[C:24]([CH:29]=O)[CH:23]=[CH:22]4)=[N:16][CH:17]=2)=[CH:10][CH:9]=[N:8]1.[CH2:33]1[C@@H:37]2[CH2:38][NH:39][CH2:40][CH2:41][N:36]2[C:35](=[O:42])[O:34]1.N1NC(C2C=CC(OC3C=C4C(=CC=3)N=C(CN3CCC(N5CCOC5=O)CC3)C=C4)=NC=2)=CC=1.